Task: Predict the reaction yield, written as a fraction of the theoretical maximum amount of product (1.0 means a 100% yield; for example, 0.34 means a 34% yield).. Dataset: Reaction yield outcomes from USPTO patents with 853,638 reactions (1) The reactants are [Cl:1][C:2]1[CH:7]=[CH:6][C:5]([OH:8])=[CH:4][CH:3]=1.Br[C:10]1([C:14](OCC)=O)[CH2:13][CH2:12][CH2:11]1.[C:19](=[O:22])([O-])[O-:20].[K+].[K+].[CH3:25]N(C=O)C. No catalyst specified. The product is [CH2:14]([CH:10]1[CH2:11][CH2:12][C:13]1([O:8][C:5]1[CH:6]=[CH:7][C:2]([Cl:1])=[CH:3][CH:4]=1)[C:19]([OH:20])=[O:22])[CH3:25]. The yield is 0.260. (2) The reactants are O.[NH2:2]N.[Cl:4][C:5]1[C:10]([Cl:11])=[CH:9][CH:8]=[CH:7][C:6]=1[CH2:12][N:13]1[C:17]2[CH:18]=[C:19]([N:29]3[CH2:34][CH2:33][O:32][CH2:31][CH2:30]3)[CH:20]=[C:21]([C:22](/[N:24]=[CH:25]/[N:26](C)C)=O)[C:16]=2[N:15]=[C:14]1[CH3:35].C([O-])(O)=O.[Na+]. The catalyst is C(O)(=O)C. The product is [Cl:4][C:5]1[C:10]([Cl:11])=[CH:9][CH:8]=[CH:7][C:6]=1[CH2:12][N:13]1[C:17]2[CH:18]=[C:19]([N:29]3[CH2:30][CH2:31][O:32][CH2:33][CH2:34]3)[CH:20]=[C:21]([C:22]3[N:24]=[CH:25][NH:26][N:2]=3)[C:16]=2[N:15]=[C:14]1[CH3:35]. The yield is 0.530.